From a dataset of Reaction yield outcomes from USPTO patents with 853,638 reactions. Predict the reaction yield, written as a fraction of the theoretical maximum amount of product (1.0 means a 100% yield; for example, 0.34 means a 34% yield). (1) The reactants are [OH:1][C:2]1[CH:7]=[CH:6][C:5](C2C(OC)=CC=CC=2C(N)=O)=[CH:4][C:3]=1[C:19]1[N:23]([CH3:24])[N:22]=[CH:21][CH:20]=1.[C:38]1(P([C:38]2[CH:43]=[CH:42][CH:41]=[CH:40][CH:39]=2)[C:38]2[CH:43]=[CH:42][CH:41]=[CH:40][CH:39]=2)[CH:43]=[CH:42][CH:41]=[CH:40][CH:39]=1.N(C(OC(C)C)=O)=[N:45][C:46](OC(C)C)=[O:47].[O:58]1[CH2:63][CH2:62][N:61]([CH2:64][CH2:65]O)[CH2:60][CH2:59]1.[ClH:67].[O:68]1CCC[CH2:69]1. No catalyst specified. The product is [Cl-:67].[CH3:69][O:68][C:42]1[CH:43]=[C:38]([CH:39]=[CH:40][CH:41]=1)[C:46]([NH:45][C:5]1[CH:6]=[CH:7][C:2]([O:1][CH2:65][CH2:64][NH+:61]2[CH2:60][CH2:59][O:58][CH2:63][CH2:62]2)=[C:3]([C:19]2[N:23]([CH3:24])[N:22]=[CH:21][CH:20]=2)[CH:4]=1)=[O:47]. The yield is 0.905. (2) No catalyst specified. The product is [NH2:36][C:37]1([C:41]2[CH:42]=[CH:43][C:44]([C:47]3[C:56](=[O:57])[C:55]4[C:50](=[CH:51][C:52]([C:60]([NH2:61])=[O:62])=[C:53]([O:58][CH3:59])[CH:54]=4)[O:49][C:48]=3[C:63]3[CH:64]=[CH:65][CH:66]=[CH:67][CH:68]=3)=[CH:45][CH:46]=2)[CH2:38][CH2:39][CH2:40]1. The reactants are NC1(C2C=CC(C3C(=O)C4C(=CC=C(F)C=4)OC=3C3C=CC=CC=3)=CC=2)CCC1.C(OC(=O)[NH:36][C:37]1([C:41]2[CH:46]=[CH:45][C:44]([C:47]3[C:56](=[O:57])[C:55]4[C:50](=[CH:51][C:52]([C:60](=[O:62])[NH2:61])=[C:53]([O:58][CH3:59])[CH:54]=4)[O:49][C:48]=3[C:63]3[CH:68]=[CH:67][CH:66]=[CH:65][CH:64]=3)=[CH:43][CH:42]=2)[CH2:40][CH2:39][CH2:38]1)(C)(C)C. The yield is 0.930.